From a dataset of NCI-60 drug combinations with 297,098 pairs across 59 cell lines. Regression. Given two drug SMILES strings and cell line genomic features, predict the synergy score measuring deviation from expected non-interaction effect. (1) Drug 1: C1CCN(CC1)CCOC2=CC=C(C=C2)C(=O)C3=C(SC4=C3C=CC(=C4)O)C5=CC=C(C=C5)O. Drug 2: CC1=CC=C(C=C1)C2=CC(=NN2C3=CC=C(C=C3)S(=O)(=O)N)C(F)(F)F. Cell line: UO-31. Synergy scores: CSS=8.61, Synergy_ZIP=-4.53, Synergy_Bliss=-2.14, Synergy_Loewe=0.319, Synergy_HSA=0.579. (2) Drug 1: C1=CC(=CC=C1CCC2=CNC3=C2C(=O)NC(=N3)N)C(=O)NC(CCC(=O)O)C(=O)O. Drug 2: C1=NC2=C(N1)C(=S)N=CN2. Cell line: UO-31. Synergy scores: CSS=41.6, Synergy_ZIP=0.151, Synergy_Bliss=7.31, Synergy_Loewe=6.74, Synergy_HSA=9.16.